This data is from Peptide-MHC class II binding affinity with 134,281 pairs from IEDB. The task is: Regression. Given a peptide amino acid sequence and an MHC pseudo amino acid sequence, predict their binding affinity value. This is MHC class II binding data. (1) The peptide sequence is NFKADRVIDPRRCLK. The MHC is DRB1_0101 with pseudo-sequence DRB1_0101. The binding affinity (normalized) is 0.310. (2) The peptide sequence is NLCVERVLDCRTAFK. The MHC is HLA-DQA10201-DQB10301 with pseudo-sequence HLA-DQA10201-DQB10301. The binding affinity (normalized) is 0.289. (3) The peptide sequence is HTSVEADVDAALEVL. The MHC is HLA-DQA10501-DQB10201 with pseudo-sequence HLA-DQA10501-DQB10201. The binding affinity (normalized) is 0.531. (4) The peptide sequence is PFLLAQFTSAICSVV. The MHC is DRB1_0802 with pseudo-sequence DRB1_0802. The binding affinity (normalized) is 0.367. (5) The peptide sequence is GELKNNPFRPNITST. The MHC is DRB1_0101 with pseudo-sequence DRB1_0101. The binding affinity (normalized) is 0.629. (6) The peptide sequence is KEEHSSTWHYDDENPYK. The MHC is DRB1_1101 with pseudo-sequence DRB1_1101. The binding affinity (normalized) is 0.330.